Dataset: Catalyst prediction with 721,799 reactions and 888 catalyst types from USPTO. Task: Predict which catalyst facilitates the given reaction. (1) Reactant: [NH2:1][C:2]1[N:6]([C:7]2[CH:8]=[C:9]([CH:16]=[CH:17][C:18]=2[CH3:19])[C:10]([NH:12][CH:13]2[CH2:15][CH2:14]2)=[O:11])[N:5]=[CH:4][C:3]=1[C:20](=[O:28])[C:21]1[CH:26]=[CH:25][CH:24]=[C:23]([OH:27])[CH:22]=1.[Br:29][CH2:30][CH2:31]O.C1C=CC(P(C2C=CC=CC=2)C2C=CC=CC=2)=CC=1.N(C(OCC)=O)=NC(OCC)=O.[NH4+].[Cl-]. Product: [NH2:1][C:2]1[N:6]([C:7]2[CH:8]=[C:9]([CH:16]=[CH:17][C:18]=2[CH3:19])[C:10]([NH:12][CH:13]2[CH2:14][CH2:15]2)=[O:11])[N:5]=[CH:4][C:3]=1[C:20](=[O:28])[C:21]1[CH:26]=[CH:25][CH:24]=[C:23]([O:27][CH2:31][CH2:30][Br:29])[CH:22]=1. The catalyst class is: 1. (2) Reactant: COC1C=CC(C[N:8]2[CH:12]=[C:11]([C:13]3[N:14]=[C:15]([NH:18][C:19]4[N:24]=[C:23]([CH3:25])[CH:22]=[CH:21][N:20]=4)[S:16][CH:17]=3)[C:10]([C:26]3[CH2:27][N:28]([C:31]([O:33][CH3:34])=[O:32])[CH2:29][CH:30]=3)=[N:9]2)=CC=1. Product: [CH3:25][C:23]1[CH:22]=[CH:21][N:20]=[C:19]([NH:18][C:15]2[S:16][CH:17]=[C:13]([C:11]3[C:10]([C:26]4[CH2:27][N:28]([C:31]([O:33][CH3:34])=[O:32])[CH2:29][CH:30]=4)=[N:9][NH:8][CH:12]=3)[N:14]=2)[N:24]=1. The catalyst class is: 67.